Dataset: Peptide-MHC class I binding affinity with 185,985 pairs from IEDB/IMGT. Task: Regression. Given a peptide amino acid sequence and an MHC pseudo amino acid sequence, predict their binding affinity value. This is MHC class I binding data. (1) The peptide sequence is SVFEGIRAY. The MHC is BoLA-T2a with pseudo-sequence BoLA-T2a. The binding affinity (normalized) is 0.348. (2) The peptide sequence is KGPDKLQVY. The MHC is HLA-B44:02 with pseudo-sequence HLA-B44:02. The binding affinity (normalized) is 0.0847. (3) The peptide sequence is CLERWMLVA. The MHC is HLA-A24:02 with pseudo-sequence HLA-A24:02. The binding affinity (normalized) is 0. (4) The peptide sequence is LVSDCASTIT. The MHC is HLA-A02:02 with pseudo-sequence HLA-A02:02. The binding affinity (normalized) is 0.164. (5) The peptide sequence is TSKLNHHFP. The MHC is HLA-A02:06 with pseudo-sequence HLA-A02:06. The binding affinity (normalized) is 0.0847.